This data is from Forward reaction prediction with 1.9M reactions from USPTO patents (1976-2016). The task is: Predict the product of the given reaction. (1) Given the reactants S(Cl)([Cl:3])=O.[CH3:5][C:6]([NH2:12])([C:9]([OH:11])=[O:10])[CH2:7][OH:8].[CH3:13]O, predict the reaction product. The product is: [ClH:3].[CH3:5][C@@:6]([C:9]([O:11][CH3:13])=[O:10])([CH2:7][OH:8])[NH2:12]. (2) The product is: [CH3:20][C:18]1[CH:17]=[CH:16][C:15]([NH2:19])=[CH:14][C:13]=1[C:12]#[C:11][C:10]1[CH:9]=[N:8][CH:7]=[C:6]2[N:2]([CH3:1])[N:3]=[CH:4][C:5]=12. Given the reactants [CH3:1][N:2]1[C:6]2=[CH:7][N:8]=[CH:9][C:10]([C:11]#[C:12][C:13]3[CH:14]=[C:15]([NH2:19])[CH:16]=[CH:17][CH:18]=3)=[C:5]2[CH:4]=[N:3]1.[C:20](=O)(OC1C=CC=CC=1)N, predict the reaction product. (3) Given the reactants [Br:1][C:2]1[CH:7]=[CH:6][CH:5]=[CH:4][C:3]=1[NH:8][C:9](=[O:41])[CH2:10][CH:11]1[CH2:16][N:15]([C:17]([O:19][C:20]([CH3:23])([CH3:22])[CH3:21])=[O:18])[CH2:14][CH2:13][N:12]1C(OCC1C2C=CC=CC=2C2C1=CC=CC=2)=O.N1CCNCC1.CO, predict the reaction product. The product is: [Br:1][C:2]1[CH:7]=[CH:6][CH:5]=[CH:4][C:3]=1[NH:8][C:9](=[O:41])[CH2:10][CH:11]1[NH:12][CH2:13][CH2:14][N:15]([C:17]([O:19][C:20]([CH3:22])([CH3:21])[CH3:23])=[O:18])[CH2:16]1. (4) The product is: [CH3:4][O:3][P:1]([O-:6])([O-:5])=[O:2].[CH3:12][NH+:13]1[CH2:17][CH:16]([CH3:18])[N:15]([CH3:19])[CH:14]1[CH3:20].[CH3:12][NH+:13]1[CH2:17][CH:16]([CH3:18])[N:15]([CH3:19])[CH:14]1[CH3:20]. Given the reactants [P:1]([O-:6])([O-:5])([O:3][CH3:4])=[O:2].COC(=O)[O-].[CH3:12][NH+:13]1[CH2:17][CH:16]([CH3:18])[N:15]([CH3:19])[CH:14]1[CH3:20], predict the reaction product. (5) Given the reactants [CH3:1][O:2][C:3]1[CH:8]=[CH:7][C:6]([C:9]2[CH:14]=[C:13]([CH2:15][CH:16]3[CH2:21][CH2:20][O:19][CH2:18][CH2:17]3)[N:12]=[C:11]([N:22]3[CH2:27][CH2:26][N:25]([CH3:28])[CH2:24][CH2:23]3)[CH:10]=2)=[CH:5][CH:4]=1.[C:29]([OH:41])(=[O:40])[CH2:30][C:31]([CH2:36][C:37]([OH:39])=[O:38])([C:33]([OH:35])=[O:34])[OH:32], predict the reaction product. The product is: [C:29]([OH:41])(=[O:40])[CH2:30][C:31]([CH2:36][C:37]([OH:39])=[O:38])([C:33]([OH:35])=[O:34])[OH:32].[CH3:1][O:2][C:3]1[CH:8]=[CH:7][C:6]([C:9]2[CH:14]=[C:13]([CH2:15][CH:16]3[CH2:17][CH2:18][O:19][CH2:20][CH2:21]3)[N:12]=[C:11]([N:22]3[CH2:27][CH2:26][N:25]([CH3:28])[CH2:24][CH2:23]3)[CH:10]=2)=[CH:5][CH:4]=1. (6) Given the reactants [Cl:1][C:2]1[N:3]=[C:4](Cl)[C:5]2[N:10]=[C:9]([C:11]3[CH:16]=[CH:15][CH:14]=[CH:13][CH:12]=3)[S:8][C:6]=2[N:7]=1.[NH:18]1[CH2:23][CH2:22][O:21][CH2:20][CH2:19]1, predict the reaction product. The product is: [Cl:1][C:2]1[N:3]=[C:4]([N:18]2[CH2:23][CH2:22][O:21][CH2:20][CH2:19]2)[C:5]2[N:10]=[C:9]([C:11]3[CH:16]=[CH:15][CH:14]=[CH:13][CH:12]=3)[S:8][C:6]=2[N:7]=1. (7) Given the reactants [CH3:1][O:2][CH2:3][CH2:4][N:5]1[C:9]([C:10]([O:12]CC)=[O:11])=[CH:8][C:7]([CH3:15])=[N:6]1.[OH-].[Na+].Cl.C(OCC)(=O)C, predict the reaction product. The product is: [CH3:1][O:2][CH2:3][CH2:4][N:5]1[C:9]([C:10]([OH:12])=[O:11])=[CH:8][C:7]([CH3:15])=[N:6]1.